From a dataset of Peptide-MHC class II binding affinity with 134,281 pairs from IEDB. Regression. Given a peptide amino acid sequence and an MHC pseudo amino acid sequence, predict their binding affinity value. This is MHC class II binding data. (1) The peptide sequence is DIDLGRNEVVNDVST. The MHC is HLA-DQA10104-DQB10503 with pseudo-sequence HLA-DQA10104-DQB10503. The binding affinity (normalized) is 0. (2) The peptide sequence is ILKGVINIWGSGLLQ. The MHC is DRB1_1302 with pseudo-sequence DRB1_1302. The binding affinity (normalized) is 0.498. (3) The peptide sequence is AAATEGTTVYGAFAA. The MHC is HLA-DPA10103-DPB10601 with pseudo-sequence HLA-DPA10103-DPB10601. The binding affinity (normalized) is 0.0811. (4) The peptide sequence is HGVAKNPVVDGNPTV. The MHC is HLA-DQA10601-DQB10402 with pseudo-sequence HLA-DQA10601-DQB10402. The binding affinity (normalized) is 0. (5) The peptide sequence is AFKVAATARNAAPAN. The MHC is DRB1_0802 with pseudo-sequence DRB1_0802. The binding affinity (normalized) is 0.697. (6) The peptide sequence is TDAATLAQEAGNFER. The MHC is DRB1_0401 with pseudo-sequence DRB1_0401. The binding affinity (normalized) is 0.358.